From a dataset of Antibody paratope prediction from SAbDab with 1,023 antibody chains. Token-level Classification. Given an antibody amino acid sequence, predict which amino acid positions are active in antigen binding. Output is a list of indices for active paratope positions. (1) Given the antibody sequence: QVRLSQSGGQMKKPGDSMRISCRASGYEFINCPINWIRLAPGKRPEWMGWMKPRHGAVSYARQLQGRVTMTRDMYSETAFLELRSLTSDDTAVYFCTRGKYCTARDYYNWDFEHWGQGTPVTVSS, which amino acid positions are active in antigen binding (paratope)? The paratope positions are: [52, 83, 84, 85, 104, 105, 106, 107, 108, 109, 110, 111]. (2) Given the antibody sequence: QSALTQPASVSASPGQSITISCTGTSSDVGAYDWVSWYQQHPGKAPKLLIFDVNNRPSGVSHRFSGSKSGNTASLTISGLQAEDEADYYCASATLLDTYVFGTGTKVTVL, which amino acid positions are active in antigen binding (paratope)? The paratope positions are: [29, 30, 31, 97]. (3) Given the antibody sequence: QVQLQQPGSVLVRPGASVKLSCKASGFTFTSSWMHWAKQRPGQGLEWIGEIHPNSGNTHYNEKFKGKATLTVDTSSSTAYVDLSSLTSEDSAVYYCARMRYGDYYAMDNWGQGTSVTVSS, which amino acid positions are active in antigen binding (paratope)? The paratope positions are: [52, 83, 84, 85, 104, 105, 106]. (4) The paratope positions are: [30, 31, 32, 33, 34]. Given the antibody sequence: DVVMTQTPLSLPVSLGDPASISCRSSQSLVHSNGNTYLHWYLQKPGQSPKLLIYKVSNRFSGVPDKFSGSGSGTDFTLKISRVEAEDQGVYFCSQSTHVPWTFGGGTKLEIK, which amino acid positions are active in antigen binding (paratope)? (5) Given the antibody sequence: DIQMTQSPASLAVSPGQRATITCRASESVSNYGINFINWFQQKPGQPPKLLIYTASNKGTGVPARFSGSGSGTDFTLTINPVEAEDTANYFCQQTKEVPYTFGGGTKLEIK, which amino acid positions are active in antigen binding (paratope)? The paratope positions are: [30, 31, 32, 33]. (6) The paratope positions are: [29, 30, 31, 97]. Given the antibody sequence: QSALTQPASVSASPGQSITISCTGTSSDVGAYDWVSWYQQHPGKAPKLLIFDVNNRPSGVSHRFSGSKSGNTASLTISGLQAEDEADYYCSSYTRRDTYVFGTGTKVTVL, which amino acid positions are active in antigen binding (paratope)? (7) Given the antibody sequence: EVQLVQSGPELKKPGASVKVSCKASGYTFTNYGMNWVRQAPGQGLEWMGWINTYTGETTYADDFKGRFVFSLDTSVSTAYLQISSLKAEDTAVYYCEREGGVNNWGQGTLVTVSS, which amino acid positions are active in antigen binding (paratope)? The paratope positions are: [52, 83, 84, 85].